Task: Predict the reactants needed to synthesize the given product.. Dataset: Full USPTO retrosynthesis dataset with 1.9M reactions from patents (1976-2016) (1) Given the product [NH2:31][C:5]1[CH:6]=[CH:7][C:8]([CH2:11][N:12]2[C:17]([CH3:18])=[CH:16][C:15]([O:19][CH2:20][C:21]3[CH:26]=[CH:25][C:24]([F:27])=[CH:23][C:22]=3[F:28])=[C:14]([Br:29])[C:13]2=[O:30])=[CH:9][CH:10]=1, predict the reactants needed to synthesize it. The reactants are: C([C:5]1([NH:31]C(=O)[O-])[CH:10]=[CH:9][C:8]([CH2:11][N:12]2[C:17]([CH3:18])=[CH:16][C:15]([O:19][CH2:20][C:21]3[CH:26]=[CH:25][C:24]([F:27])=[CH:23][C:22]=3[F:28])=[C:14]([Br:29])[C:13]2=[O:30])=[CH:7][CH2:6]1)(C)(C)C.O1CCOCC1. (2) Given the product [C:29]([O:28][C:26]([N:23]1[CH2:24][CH2:25][CH:20]([NH:19][CH2:8][C:9]([O:11][CH2:12][C:13]2[CH:18]=[CH:17][CH:16]=[CH:15][CH:14]=2)=[O:10])[CH2:21][CH2:22]1)=[O:27])([CH3:32])([CH3:30])[CH3:31], predict the reactants needed to synthesize it. The reactants are: C(=O)([O-])[O-].[K+].[K+].Br[CH2:8][C:9]([O:11][CH2:12][C:13]1[CH:18]=[CH:17][CH:16]=[CH:15][CH:14]=1)=[O:10].[NH2:19][CH:20]1[CH2:25][CH2:24][N:23]([C:26]([O:28][C:29]([CH3:32])([CH3:31])[CH3:30])=[O:27])[CH2:22][CH2:21]1. (3) Given the product [CH3:47][N:48]1[CH:52]=[C:51]([CH2:53][NH:54][C:44]([C:27]2[N:28]=[C:29]3[C:34]([C:35]([F:37])([F:38])[F:36])=[CH:33][C:32]([C:39]4[O:40][CH:41]=[CH:42][CH:43]=4)=[CH:31][N:30]3[C:26]=2[Cl:25])=[O:45])[N:50]=[CH:49]1, predict the reactants needed to synthesize it. The reactants are: CN(C(ON1N=NC2C=CC=NC1=2)=[N+](C)C)C.F[P-](F)(F)(F)(F)F.[Cl:25][C:26]1[N:30]2[CH:31]=[C:32]([C:39]3[O:40][CH:41]=[CH:42][CH:43]=3)[CH:33]=[C:34]([C:35]([F:38])([F:37])[F:36])[C:29]2=[N:28][C:27]=1[C:44](O)=[O:45].[CH3:47][N:48]1[CH:52]=[C:51]([CH2:53][NH2:54])[N:50]=[CH:49]1.